Dataset: Reaction yield outcomes from USPTO patents with 853,638 reactions. Task: Predict the reaction yield, written as a fraction of the theoretical maximum amount of product (1.0 means a 100% yield; for example, 0.34 means a 34% yield). (1) The reactants are F[C:2]1[CH:9]=[CH:8][C:7]([CH:10]=[O:11])=[CH:6][C:3]=1[C:4]#[N:5].[F:12][C:13]([F:22])([F:21])[C:14]1[CH:15]=[C:16]([OH:20])[CH:17]=[CH:18][CH:19]=1.C([O-])([O-])=O.[K+].[K+]. The catalyst is CS(C)=O. The product is [CH:10]([C:7]1[CH:8]=[CH:9][C:2]([O:20][C:16]2[CH:17]=[CH:18][CH:19]=[C:14]([C:13]([F:12])([F:21])[F:22])[CH:15]=2)=[C:3]([CH:6]=1)[C:4]#[N:5])=[O:11]. The yield is 0.416. (2) The reactants are [N+:1]([C:4]1[CH:8]=[N:7][NH:6][C:5]=1[NH2:9])([O-:3])=[O:2].CN(C)[CH:12]=[CH:13][C:14]([C:16]1[CH:17]=[C:18]([N:22]([CH2:26][CH2:27][CH3:28])[C:23](=[O:25])[CH3:24])[CH:19]=[CH:20][CH:21]=1)=O.C(OCC)(=O)C. The catalyst is C(O)(=O)C. The product is [N+:1]([C:4]1[CH:8]=[N:7][N:6]2[C:14]([C:16]3[CH:17]=[C:18]([N:22]([CH2:26][CH2:27][CH3:28])[C:23](=[O:25])[CH3:24])[CH:19]=[CH:20][CH:21]=3)=[CH:13][CH:12]=[N:9][C:5]=12)([O-:3])=[O:2]. The yield is 0.200.